From a dataset of Forward reaction prediction with 1.9M reactions from USPTO patents (1976-2016). Predict the product of the given reaction. (1) The product is: [C:1]([O:4][C@@H:5]([CH2:11][C:12]1[CH:17]=[CH:16][CH:15]=[CH:14][C:13]=1[O:18][CH:24]1[CH2:23][CH2:22][CH2:21][CH2:20][O:19]1)[C:6]([O:8][CH2:9][CH3:10])=[O:7])(=[O:3])[CH3:2]. Given the reactants [C:1]([O:4][C@@H:5]([CH2:11][C:12]1[CH:17]=[CH:16][CH:15]=[CH:14][C:13]=1[OH:18])[C:6]([O:8][CH2:9][CH3:10])=[O:7])(=[O:3])[CH3:2].[OH2:19].[C:20]1(C)C=[CH:24][C:23](S(O)(=O)=O)=[CH:22][CH:21]=1, predict the reaction product. (2) Given the reactants [CH:1]1([NH2:7])[CH2:6][CH2:5][CH2:4][CH2:3][CH2:2]1.Cl[CH2:9][C:10](Cl)=[O:11].[CH:13]([N:16]=[C:17]=[S:18])([CH3:15])[CH3:14], predict the reaction product. The product is: [CH:1]1([N:7]2[C:10](=[O:11])[CH2:9][S:18]/[C:17]/2=[N:16]\[CH:13]([CH3:15])[CH3:14])[CH2:6][CH2:5][CH2:4][CH2:3][CH2:2]1. (3) Given the reactants [C:1]12([C:11]([NH:13][NH2:14])=[O:12])[CH2:10][CH:5]3[CH2:6][CH:7]([CH2:9][CH:3]([CH2:4]3)[CH2:2]1)[CH2:8]2.[CH3:15][C:16](=O)[CH2:17][C:18](=[O:20])[CH3:19], predict the reaction product. The product is: [CH3:15][C:16](=[N:14][NH:13][C:11]([C:1]12[CH2:10][CH:5]3[CH2:4][CH:3]([CH2:9][CH:7]([CH2:6]3)[CH2:8]1)[CH2:2]2)=[O:12])[CH2:17][C:18](=[O:20])[CH3:19].